From a dataset of Catalyst prediction with 721,799 reactions and 888 catalyst types from USPTO. Predict which catalyst facilitates the given reaction. (1) Reactant: [Br:1][C:2]1[CH:3]=[C:4]([CH2:8][CH:9]([NH:13][C:14](=[O:20])[C:15]([O:17][CH2:18][CH3:19])=[O:16])[C:10](=O)[CH3:11])[CH:5]=[CH:6][CH:7]=1. Product: [Br:1][C:2]1[CH:3]=[C:4]([CH:5]=[CH:6][CH:7]=1)[CH2:8][C:9]1[N:13]=[C:14]([C:15]([O:17][CH2:18][CH3:19])=[O:16])[O:20][C:10]=1[CH3:11]. The catalyst class is: 265. (2) Reactant: [Si:1]([O:8][CH2:9][CH2:10][C@H:11]1[C:16]2[CH:17]=[CH:18][C:19]([C:21](O)=[O:22])=[CH:20][C:15]=2[CH2:14][CH2:13][O:12]1)([C:4]([CH3:7])([CH3:6])[CH3:5])([CH3:3])[CH3:2].[C:24]([NH2:33])([C:27]1[CH:32]=[CH:31][CH:30]=[CH:29][CH:28]=1)([CH3:26])[CH3:25].C(N(C(C)C)CC)(C)C. Product: [Si:1]([O:8][CH2:9][CH2:10][C@H:11]1[C:16]2[CH:17]=[CH:18][C:19]([C:21]([NH:33][C:24]([CH3:26])([C:27]3[CH:32]=[CH:31][CH:30]=[CH:29][CH:28]=3)[CH3:25])=[O:22])=[CH:20][C:15]=2[CH2:14][CH2:13][O:12]1)([C:4]([CH3:5])([CH3:7])[CH3:6])([CH3:2])[CH3:3]. The catalyst class is: 4. (3) Reactant: [O:1]1[C:5]2[CH:6]=[CH:7][C:8]([CH2:10][NH:11][S:12]([C:15]3[CH:16]=[C:17]([CH:21]=[CH:22][C:23]([OH:25])=O)[CH:18]=[CH:19][CH:20]=3)(=[O:14])=[O:13])=[CH:9][C:4]=2[O:3][CH2:2]1.[Cl:26]CCl. Product: [O:1]1[C:5]2[CH:6]=[CH:7][C:8]([CH2:10][NH:11][S:12]([C:15]3[CH:16]=[C:17]([CH:21]=[CH:22][C:23]([Cl:26])=[O:25])[CH:18]=[CH:19][CH:20]=3)(=[O:14])=[O:13])=[CH:9][C:4]=2[O:3][CH2:2]1. The catalyst class is: 9. (4) Reactant: Cl.[NH2:2][CH:3]([C:8]([CH:10]1[CH2:12][CH2:11]1)=[O:9])[C:4]([O:6][CH3:7])=[O:5].[F:13][C:14]([F:25])([F:24])[C:15]1[CH:16]=[C:17]([CH:21]=[CH:22][CH:23]=1)[C:18](O)=[O:19].CN(C)CCCN=C=NCC.ON1C2C=CC=CC=2N=N1.C(N(CC)CC)C.C(=O)([O-])O.[Na+]. Product: [CH:10]1([C:8](=[O:9])[CH:3]([NH:2][C:18]([C:17]2[CH:21]=[CH:22][CH:23]=[C:15]([C:14]([F:13])([F:24])[F:25])[CH:16]=2)=[O:19])[C:4]([O:6][CH3:7])=[O:5])[CH2:12][CH2:11]1. The catalyst class is: 9. (5) Reactant: [OH:1][C:2]1[CH:3]=[CH:4][C:5]2[CH2:6][C@H:7]3[N:18]([C:19]([O:21][CH2:22][C:23]4[CH:28]=[CH:27][CH:26]=[CH:25][CH:24]=4)=[O:20])[CH2:17][CH2:16][C@@:13]4([C:14]=2[CH:15]=1)[C@H:8]3[CH2:9][CH2:10][CH2:11][CH2:12]4.C(=O)([O-])[O-].[K+].[K+].Br[CH2:36][CH2:37][CH2:38][Cl:39]. Product: [Cl:39][CH2:38][CH2:37][CH2:36][O:1][C:2]1[CH:3]=[CH:4][C:5]2[CH2:6][C@H:7]3[N:18]([C:19]([O:21][CH2:22][C:23]4[CH:28]=[CH:27][CH:26]=[CH:25][CH:24]=4)=[O:20])[CH2:17][CH2:16][C@@:13]4([C:14]=2[CH:15]=1)[C@H:8]3[CH2:9][CH2:10][CH2:11][CH2:12]4. The catalyst class is: 3. (6) Reactant: [N:1]1[C:10]2[C:5](=[CH:6][CH:7]=[C:8]([NH:11][C:12]([C:14]3[CH:19]=[CH:18][C:17]([C:20]4[CH:25]=[CH:24][CH:23]=[CH:22][C:21]=4[CH:26]=[O:27])=[CH:16][CH:15]=3)=[O:13])[CH:9]=2)[CH:4]=[CH:3][CH:2]=1.[BH4-].[Na+]. Product: [N:1]1[C:10]2[C:5](=[CH:6][CH:7]=[C:8]([NH:11][C:12]([C:14]3[CH:19]=[CH:18][C:17]([C:20]4[CH:25]=[CH:24][CH:23]=[CH:22][C:21]=4[CH2:26][OH:27])=[CH:16][CH:15]=3)=[O:13])[CH:9]=2)[CH:4]=[CH:3][CH:2]=1. The catalyst class is: 191.